Dataset: Reaction yield outcomes from USPTO patents with 853,638 reactions. Task: Predict the reaction yield, written as a fraction of the theoretical maximum amount of product (1.0 means a 100% yield; for example, 0.34 means a 34% yield). (1) The reactants are [CH2:1]([NH:5][CH3:6])[CH2:2][CH2:3][CH3:4].[CH:7]([N:10]=[C:11]=[N:12][CH:13]([CH3:15])[CH3:14])([CH3:9])[CH3:8]. No catalyst specified. The product is [CH2:1]([N:5]([CH3:6])[C:11]([NH:12][CH:13]([CH3:15])[CH3:14])=[N:10][CH:7]([CH3:9])[CH3:8])[CH2:2][CH2:3][CH3:4]. The yield is 1.00. (2) The reactants are [Cl:1][C:2]1[CH:7]=[CH:6][C:5]([C:8]([CH3:13])([CH3:12])[C:9](O)=[O:10])=[CH:4][CH:3]=1.COCCO[AlH2-]OCCOC.[Na+]. The catalyst is C1COCC1. The product is [Cl:1][C:2]1[CH:3]=[CH:4][C:5]([C:8]([CH3:13])([CH3:12])[CH2:9][OH:10])=[CH:6][CH:7]=1. The yield is 0.990. (3) The reactants are [CH3:1][O:2][C:3](=[O:13])[C:4]1[CH:9]=[CH:8][C:7]([C:10]#[N:11])=[C:6](Br)[CH:5]=1.[CH3:14][O:15][C:16]1[CH:21]=[CH:20][CH:19]=[CH:18][C:17]=1B(O)O. No catalyst specified. The product is [CH3:1][O:2][C:3]([C:4]1[CH:5]=[C:6]([C:17]2[CH:18]=[CH:19][CH:20]=[CH:21][C:16]=2[O:15][CH3:14])[C:7]([C:10]#[N:11])=[CH:8][CH:9]=1)=[O:13]. The yield is 0.620.